The task is: Predict hERG channel inhibition at various concentrations.. This data is from hERG Central: cardiac toxicity at 1µM, 10µM, and general inhibition. (1) The compound is CN(CCCOc1ccccc1F)Cc1ccccc1.O=C(O)C(=O)O. Results: hERG_inhib (hERG inhibition (general)): blocker. (2) The molecule is CCc1nnc(NC(=O)CSc2nnc(-c3ccoc3C)n2-c2cccc(C)c2)s1. Results: hERG_inhib (hERG inhibition (general)): blocker. (3) The drug is O=C(O)C(=O)O.O=[N+]([O-])c1ccc(S(=O)(=O)N2CCN(C3CCN(Cc4ccccc4)CC3)CC2)cc1. Results: hERG_inhib (hERG inhibition (general)): blocker. (4) The compound is CCOC(=O)C1(CCc2ccccc2)CCN(Cc2ccc(OC)cc2)CC1. Results: hERG_inhib (hERG inhibition (general)): blocker. (5) The drug is O=C(c1cc2ccccc2o1)N1CCC(N2CCC(C(=O)N3CCCC3)CC2)CC1. Results: hERG_inhib (hERG inhibition (general)): blocker. (6) The molecule is CN(Cc1ccccc1)C(=S)Nc1ccc2nc3n(c(=O)c2c1)CCCCC3. Results: hERG_inhib (hERG inhibition (general)): blocker. (7) The compound is COc1ccc(CNC(=O)CN(Cc2ccccc2)S(=O)(=O)c2ccc(Cl)cc2)cc1. Results: hERG_inhib (hERG inhibition (general)): blocker.